Dataset: Reaction yield outcomes from USPTO patents with 853,638 reactions. Task: Predict the reaction yield, written as a fraction of the theoretical maximum amount of product (1.0 means a 100% yield; for example, 0.34 means a 34% yield). (1) The reactants are [CH3:1][O:2][C:3]1[CH:24]=[CH:23][C:6]([CH2:7][N:8]2[CH2:12][C:11]3([CH2:17][CH2:16][CH2:15][CH:14]([C:18]([O:20][CH3:21])=[O:19])[CH2:13]3)[O:10][C:9]2=[O:22])=[CH:5][CH:4]=1.C[Si]([N-][Si](C)(C)C)(C)C.[Na+].Cl[CH2:36][O:37][CH2:38][C:39]1[CH:44]=[CH:43][CH:42]=[CH:41][CH:40]=1. The product is [CH3:1][O:2][C:3]1[CH:4]=[CH:5][C:6]([CH2:7][N:8]2[CH2:12][C:11]3([CH2:17][CH2:16][CH2:15][C:14]([CH2:36][O:37][CH2:38][C:39]4[CH:44]=[CH:43][CH:42]=[CH:41][CH:40]=4)([C:18]([O:20][CH3:21])=[O:19])[CH2:13]3)[O:10][C:9]2=[O:22])=[CH:23][CH:24]=1. The yield is 0.630. The catalyst is C1COCC1. (2) The reactants are [CH:1]1[CH:6]=[N:5][C:4]2N(O)N=N[C:3]=2[CH:2]=1.C[CH2:12][N:13]=C=NCCCN(C)C.CCN(CC)CC.[C:29]([O:33][C:34]([N:36]1[CH2:41][CH:40]([N:42]2[C:51]3[CH:50]=[CH:49][CH:48]=[C:47]([Cl:52])[C:46]=3[C:45]3=[N:53][O:54][C:55]([CH3:56])=[C:44]3[C:43]2=[O:57])[CH2:39][CH:38]([C:58](O)=[O:59])[CH2:37]1)=[O:35])([CH3:32])([CH3:31])[CH3:30]. The catalyst is CN(C1C=CN=CC=1)C.CN(C=O)C. The product is [C:29]([O:33][C:34]([N:36]1[CH2:37][CH:38]([C:58](=[O:59])[NH:13][CH2:12][C:3]2[CH:4]=[N:5][CH:6]=[CH:1][CH:2]=2)[CH2:39][CH:40]([N:42]2[C:51]3[CH:50]=[CH:49][CH:48]=[C:47]([Cl:52])[C:46]=3[C:45]3=[N:53][O:54][C:55]([CH3:56])=[C:44]3[C:43]2=[O:57])[CH2:41]1)=[O:35])([CH3:31])([CH3:32])[CH3:30]. The yield is 0.500. (3) The reactants are [K+].[CH3:2][S:3][C:4]1[N:8]([CH2:9][O:10][CH2:11][CH2:12][Si:13]([CH3:16])([CH3:15])[CH3:14])[C:7]([C:17]([O-:19])=O)=[CH:6][N:5]=1.[C:20]1([C:26]2[CH:31]=[C:30]([CH2:32][CH2:33][N:34]3[CH2:39][CH2:38][O:37][CH2:36][CH2:35]3)[CH:29]=[CH:28][C:27]=2[NH2:40])[CH2:25][CH2:24][CH2:23][CH2:22][CH:21]=1.C1CN([P+](Br)(N2CCCC2)N2CCCC2)CC1.F[P-](F)(F)(F)(F)F.CCN(C(C)C)C(C)C. The catalyst is C(Cl)Cl. The product is [C:20]1([C:26]2[CH:31]=[C:30]([CH2:32][CH2:33][N:34]3[CH2:35][CH2:36][O:37][CH2:38][CH2:39]3)[CH:29]=[CH:28][C:27]=2[NH:40][C:17]([C:7]2[N:8]([CH2:9][O:10][CH2:11][CH2:12][Si:13]([CH3:14])([CH3:15])[CH3:16])[C:4]([S:3][CH3:2])=[N:5][CH:6]=2)=[O:19])[CH2:25][CH2:24][CH2:23][CH2:22][CH:21]=1. The yield is 0.700.